Dataset: Full USPTO retrosynthesis dataset with 1.9M reactions from patents (1976-2016). Task: Predict the reactants needed to synthesize the given product. (1) The reactants are: [OH:1][C:2]1[C:10](=[O:11])[C:9]2[CH:12]=[CH:13][CH:14]=[CH:15][C:8]=2[C:7]2[C:3]=1[C:4]([CH3:18])([CH3:17])[C:5](=[O:16])[N:6]=2.[C:19]([O-])([O-])=O.[K+].[K+].CI. Given the product [CH3:19][O:1][C:2]1[C:10](=[O:11])[C:9]2[CH:12]=[CH:13][CH:14]=[CH:15][C:8]=2[C:7]2[C:3]=1[C:4]([CH3:18])([CH3:17])[C:5](=[O:16])[N:6]=2, predict the reactants needed to synthesize it. (2) Given the product [F:22][C:21]([F:23])([F:24])[C:16]1[CH:17]=[CH:18][CH:19]=[CH:20][C:15]=1[C:13]([C:10]1[CH:11]=[CH:12][C:7]([CH:2]=[O:1])=[CH:8][CH:9]=1)=[O:14], predict the reactants needed to synthesize it. The reactants are: [O:1]1CCCO[CH:2]1[C:7]1[CH:12]=[CH:11][C:10]([C:13]([C:15]2[CH:20]=[CH:19][CH:18]=[CH:17][C:16]=2[C:21]([F:24])([F:23])[F:22])=[O:14])=[CH:9][CH:8]=1.O. (3) Given the product [Cl:1][C:2]1[N:3]=[CH:4][C:5]2[S:10][CH:9]=[C:8]([C:11]([NH:24][C:15]3[CH:16]=[CH:17][C:18]4[C:23](=[CH:22][CH:21]=[CH:20][N:19]=4)[N:14]=3)=[O:13])[C:6]=2[N:7]=1, predict the reactants needed to synthesize it. The reactants are: [Cl:1][C:2]1[N:3]=[CH:4][C:5]2[S:10][CH:9]=[C:8]([C:11]([OH:13])=O)[C:6]=2[N:7]=1.[N:14]1[C:23]2[C:18](=[N:19][CH:20]=[CH:21][CH:22]=2)[CH:17]=[CH:16][C:15]=1[NH2:24].C(N(C(C)C)CC)(C)C.F[P-](F)(F)(F)(F)F.N1(OC(N(C)C)=[N+](C)C)C2N=CC=CC=2N=N1. (4) Given the product [CH3:1][N:2]([CH2:9][C:10]1[CH:11]=[N:12][C:13]([C:16]2[CH:17]=[CH:18][C:19]([S:22]([CH3:25])(=[O:24])=[O:23])=[CH:20][CH:21]=2)=[CH:14][CH:15]=1)[CH:3]1[CH2:8][CH2:7][N:6]([C:27]([O:29][C:30]2[CH:35]=[CH:34][CH:33]=[CH:32][CH:31]=2)=[O:28])[CH2:5][CH2:4]1, predict the reactants needed to synthesize it. The reactants are: [CH3:1][N:2]([CH2:9][C:10]1[CH:11]=[N:12][C:13]([C:16]2[CH:21]=[CH:20][C:19]([S:22]([CH3:25])(=[O:24])=[O:23])=[CH:18][CH:17]=2)=[CH:14][CH:15]=1)[CH:3]1[CH2:8][CH2:7][NH:6][CH2:5][CH2:4]1.Cl[C:27]([O:29][C:30]1[CH:35]=[CH:34][CH:33]=[CH:32][CH:31]=1)=[O:28]. (5) Given the product [Cl:7][C:8]1[C:13]([Cl:14])=[CH:12][CH:11]=[CH:10][C:9]=1[S:15]([NH:18][C:19]1[C:24]([O:6][CH:4]([CH:1]2[CH2:3][CH2:2]2)[CH3:5])=[N:23][C:22]([Cl:26])=[CH:21][N:20]=1)(=[O:17])=[O:16], predict the reactants needed to synthesize it. The reactants are: [CH:1]1([CH:4]([OH:6])[CH3:5])[CH2:3][CH2:2]1.[Cl:7][C:8]1[C:13]([Cl:14])=[CH:12][CH:11]=[CH:10][C:9]=1[S:15]([NH:18][C:19]1[C:24](Cl)=[N:23][C:22]([Cl:26])=[CH:21][N:20]=1)(=[O:17])=[O:16]. (6) Given the product [ClH:35].[ClH:35].[ClH:35].[NH2:7][CH2:8][CH2:9][N:10]1[CH2:14][CH2:13][CH:12]([NH:15][C:16]([C:18]2[CH:38]=[CH:37][C:21]3[N:22]([CH3:36])[C:23]([NH:25][C:26]4[S:27][C:28]5[CH:34]=[C:33]([Cl:35])[CH:32]=[CH:31][C:29]=5[N:30]=4)=[N:24][C:20]=3[CH:19]=2)=[O:17])[CH2:11]1, predict the reactants needed to synthesize it. The reactants are: C(OC(=O)[NH:7][CH2:8][CH2:9][N:10]1[CH2:14][CH2:13][CH:12]([NH:15][C:16]([C:18]2[CH:38]=[CH:37][C:21]3[N:22]([CH3:36])[C:23]([NH:25][C:26]4[S:27][C:28]5[CH:34]=[C:33]([Cl:35])[CH:32]=[CH:31][C:29]=5[N:30]=4)=[N:24][C:20]=3[CH:19]=2)=[O:17])[CH2:11]1)(C)(C)C. (7) Given the product [I:24][C:2]1[CH:3]=[CH:4][C:5]2[C:6]3[C:11](=[CH:10][CH:9]=[CH:8][CH:7]=3)[C:12](=[O:16])[C:13](=[O:15])[C:14]=2[CH:1]=1, predict the reactants needed to synthesize it. The reactants are: [CH:1]1[C:14]2[C:13](=[O:15])[C:12](=[O:16])[C:11]3[C:6](=[CH:7][CH:8]=[CH:9][CH:10]=3)[C:5]=2[CH:4]=[CH:3][CH:2]=1.FC(F)(F)C(O)=O.[I:24]N1C(=O)CCC1=O.